From a dataset of Reaction yield outcomes from USPTO patents with 853,638 reactions. Predict the reaction yield, written as a fraction of the theoretical maximum amount of product (1.0 means a 100% yield; for example, 0.34 means a 34% yield). (1) The reactants are [F:1][C:2]1[CH:3]=[C:4]([NH:30][C:31](=[O:43])CC(NC2C=CC(F)=CC=2)=O)[CH:5]=[CH:6][C:7]=1[O:8][C:9]1[C:14]2=[CH:15][C:16]([C:18]3[CH:23]=[CH:22][N:21]=[C:20]([N:24]4[CH2:29][CH2:28][O:27][CH2:26][CH2:25]4)[CH:19]=3)=[CH:17][N:13]2[N:12]=[CH:11][N:10]=1.[CH3:44][CH2:45][N:46](C(C)C)C(C)C.Cl.[F:93][C:90]1[CH:91]=[C:92](NC(=O)CC(N[C:87]2[CH:92]=[CH:91][C:90]([F:93])=[CH:89][CH:88]=2)=O)[CH:87]=[CH:88][C:89]=1OC1C2=C(C)C(OCCN3CCOCC3)=CN2N=CN=1.C1C[O:98]CC1. No catalyst specified. The product is [F:1][C:2]1[CH:3]=[C:4]([NH:30][C:31]([NH:46][C:45](=[O:98])[CH2:44][C:87]2[CH:88]=[CH:89][C:90]([F:93])=[CH:91][CH:92]=2)=[O:43])[CH:5]=[CH:6][C:7]=1[O:8][C:9]1[C:14]2=[CH:15][C:16]([C:18]3[CH:23]=[CH:22][N:21]=[C:20]([N:24]4[CH2:29][CH2:28][O:27][CH2:26][CH2:25]4)[CH:19]=3)=[CH:17][N:13]2[N:12]=[CH:11][N:10]=1. The yield is 0.460. (2) The reactants are [CH2:1]([O:3][C:4](=[O:32])[C:5]1[CH:10]=[CH:9][C:8]([N:11]2[CH:15]=[C:14]([C:16]3[CH:21]=[CH:20][C:19]([Cl:22])=[CH:18][C:17]=3[Cl:23])[N:13]=[C:12]2[CH2:24][C:25]2[CH:30]=[CH:29][C:28](Br)=[CH:27][CH:26]=2)=[CH:7][CH:6]=1)[CH3:2].[CH3:33][S:34]([C:37]1[CH:38]=[C:39](B(O)O)[CH:40]=[CH:41][CH:42]=1)(=[O:36])=[O:35]. No catalyst specified. The product is [CH2:1]([O:3][C:4](=[O:32])[C:5]1[CH:10]=[CH:9][C:8]([N:11]2[CH:15]=[C:14]([C:16]3[CH:21]=[CH:20][C:19]([Cl:22])=[CH:18][C:17]=3[Cl:23])[N:13]=[C:12]2[CH2:24][C:25]2[CH:30]=[CH:29][C:28]([C:41]3[CH:40]=[CH:39][CH:38]=[C:37]([S:34]([CH3:33])(=[O:36])=[O:35])[CH:42]=3)=[CH:27][CH:26]=2)=[CH:7][CH:6]=1)[CH3:2]. The yield is 0.690.